From a dataset of Catalyst prediction with 721,799 reactions and 888 catalyst types from USPTO. Predict which catalyst facilitates the given reaction. Reactant: [Cl:1][C:2]1[CH:7]=[CH:6][C:5]([CH2:8][CH3:9])=[CH:4][C:3]=1[S:10](Cl)(=[O:12])=[O:11].[OH-].[NH4+:15].O. Product: [Cl:1][C:2]1[CH:7]=[CH:6][C:5]([CH2:8][CH3:9])=[CH:4][C:3]=1[S:10]([NH2:15])(=[O:12])=[O:11]. The catalyst class is: 7.